Dataset: Reaction yield outcomes from USPTO patents with 853,638 reactions. Task: Predict the reaction yield, written as a fraction of the theoretical maximum amount of product (1.0 means a 100% yield; for example, 0.34 means a 34% yield). (1) The reactants are [CH2:1]([N:8](C)[CH2:9][CH2:10][NH:11][C:12](=[O:18])[O:13][C:14]([CH3:17])([CH3:16])[CH3:15])C1C=CC=CC=1. The catalyst is [Pd].CO. The product is [CH3:1][NH:8][CH2:9][CH2:10][NH:11][C:12](=[O:18])[O:13][C:14]([CH3:16])([CH3:15])[CH3:17]. The yield is 0.683. (2) The reactants are [C:1]([OH:8])(=[O:7])[CH2:2][CH2:3][C:4]([OH:6])=[O:5].[F:9][C:10]1[C:11]([CH2:32][NH:33][CH3:34])=[CH:12][N:13]([S:22]([C:25]2[CH:26]=[N:27][CH:28]=[C:29]([F:31])[CH:30]=2)(=[O:24])=[O:23])[C:14]=1[C:15]1[C:16]([F:21])=[N:17][CH:18]=[CH:19][CH:20]=1. The catalyst is C(O)C. The product is [C:1]([OH:8])(=[O:7])[CH2:2][CH2:3][C:4]([OH:6])=[O:5].[F:9][C:10]1[C:11]([CH2:32][NH:33][CH3:34])=[CH:12][N:13]([S:22]([C:25]2[CH:26]=[N:27][CH:28]=[C:29]([F:31])[CH:30]=2)(=[O:23])=[O:24])[C:14]=1[C:15]1[C:16]([F:21])=[N:17][CH:18]=[CH:19][CH:20]=1. The yield is 0.850. (3) The reactants are C(/N=[CH:6]/[C:7]1[C:12]([CH2:13][CH3:14])=[CH:11][CH:10]=[CH:9][C:8]=1[Cl:15])CCC.S(=O)(=O)(O)[OH:17]. The catalyst is O.C(OCC)(=O)C. The product is [Cl:15][C:8]1[CH:9]=[CH:10][CH:11]=[C:12]([CH2:13][CH3:14])[C:7]=1[CH:6]=[O:17]. The yield is 0.770. (4) The reactants are [CH2:1]([C:5]1[N:10]=[C:9]([CH3:11])[N:8]([C:12]2[CH:17]=[CH:16][CH:15]=[C:14]([O:18][CH2:19][CH2:20][O:21][Si](C(C)(C)C)(C)C)[CH:13]=2)[C:7](=[O:29])[C:6]=1[CH2:30][C:31]1[CH:36]=[CH:35][C:34]([C:37]2[CH:42]=[CH:41][CH:40]=[CH:39][C:38]=2[C:43]2[NH:47][C:46](=[O:48])[O:45][N:44]=2)=[CH:33][CH:32]=1)[CH2:2][CH2:3][CH3:4].[F-].C([N+](CCCC)(CCCC)CCCC)CCC.C(OCC)(=O)C.O. The catalyst is O1CCCC1. The product is [CH2:1]([C:5]1[N:10]=[C:9]([CH3:11])[N:8]([C:12]2[CH:17]=[CH:16][CH:15]=[C:14]([O:18][CH2:19][CH2:20][OH:21])[CH:13]=2)[C:7](=[O:29])[C:6]=1[CH2:30][C:31]1[CH:36]=[CH:35][C:34]([C:37]2[CH:42]=[CH:41][CH:40]=[CH:39][C:38]=2[C:43]2[NH:47][C:46](=[O:48])[O:45][N:44]=2)=[CH:33][CH:32]=1)[CH2:2][CH2:3][CH3:4]. The yield is 0.700. (5) The reactants are [NH:1]([C:3]([C:5]1[CH:6]=[C:7]([CH:11]=[CH:12][CH:13]=1)[C:8]([OH:10])=[O:9])=[O:4])[NH2:2].[CH:14](OCC)(OCC)OCC.CC1C=CC(S(O)(=O)=O)=CC=1.O. No catalyst specified. The product is [O:4]1[CH:14]=[N:2][N:1]=[C:3]1[C:5]1[CH:6]=[C:7]([CH:11]=[CH:12][CH:13]=1)[C:8]([OH:10])=[O:9]. The yield is 0.610. (6) The catalyst is C1(C)C=CC=CC=1. The reactants are [C:1]([O:10]C)(=O)[C:2]1[C:3](=[CH:5][CH:6]=[CH:7][CH:8]=1)[SH:4].[CH2:12]([O:19][C:20]1[CH:21]=[C:22]([CH:25]=[CH:26][N:27]=1)[C:23]#[N:24])[C:13]1[CH:18]=[CH:17][CH:16]=[CH:15][CH:14]=1.C(N(CC)CC)C. The yield is 0.320. The product is [CH2:12]([O:19][C:20]1[CH:21]=[C:22]([C:23]2[S:4][C:3]3[CH:5]=[CH:6][CH:7]=[CH:8][C:2]=3[C:1](=[O:10])[N:24]=2)[CH:25]=[CH:26][N:27]=1)[C:13]1[CH:14]=[CH:15][CH:16]=[CH:17][CH:18]=1. (7) The reactants are [N:1]1([CH2:6][CH2:7][OH:8])[CH2:5][CH2:4][CH2:3][CH2:2]1.[H-].[Na+].Cl[C:12]1[N:13]=[CH:14][C:15]([C:18]2[N:19]=[C:20]([N:28]3[CH2:33][CH2:32][C@H:31]([NH:34][C:35]([C:37]4[NH:38][C:39]([CH3:44])=[C:40]([Cl:43])[C:41]=4[Cl:42])=[O:36])[C@H:30]([O:45][CH3:46])[CH2:29]3)[S:21][C:22]=2[C:23]([O:25]CC)=[O:24])=[N:16][CH:17]=1.Cl. The catalyst is O1CCCC1.C(#N)C. The product is [Cl:42][C:41]1[C:40]([Cl:43])=[C:39]([CH3:44])[NH:38][C:37]=1[C:35]([NH:34][C@@H:31]1[CH2:32][CH2:33][N:28]([C:20]2[S:21][C:22]([C:23]([OH:25])=[O:24])=[C:18]([C:15]3[CH:14]=[N:13][C:12]([O:8][CH2:7][CH2:6][N:1]4[CH2:5][CH2:4][CH2:3][CH2:2]4)=[CH:17][N:16]=3)[N:19]=2)[CH2:29][C@@H:30]1[O:45][CH3:46])=[O:36]. The yield is 0.450. (8) The catalyst is CO.CS(O)(=O)=O. The product is [Cl:26][C:12]1[N:11]=[C:10]([N:9]2[C:3]3[CH:4]=[C:5]([F:8])[CH:6]=[CH:7][C:2]=3[N:1]=[CH:27]2)[N:18]=[C:17]2[C:13]=1[NH:14][C:15](=[O:25])[N:16]2[CH:19]1[CH2:20][CH2:21][O:22][CH2:23][CH2:24]1. The yield is 0.730. The reactants are [NH2:1][C:2]1[CH:7]=[CH:6][C:5]([F:8])=[CH:4][C:3]=1[NH:9][C:10]1[N:18]=[C:17]2[C:13]([NH:14][C:15](=[O:25])[N:16]2[CH:19]2[CH2:24][CH2:23][O:22][CH2:21][CH2:20]2)=[C:12]([Cl:26])[N:11]=1.[CH3:27]OC(OC)OC. (9) The reactants are Cl.Cl.[NH2:3][CH2:4][C@@:5]1([OH:13])[CH:10]2[CH2:11][CH2:12][N:7]([CH2:8][CH2:9]2)[CH2:6]1.C([O-])([O-])=O.[Cs+].[Cs+].[Br:20][C:21]1[CH:22]=[C:23]2[C:28](=[CH:29][CH:30]=1)[CH:27]=[N:26][C:25]([N:31]=[C:32]=S)=[CH:24]2.C(N=C=NC(C)C)(C)C. The catalyst is CN(C)C=O. The product is [Br:20][C:21]1[CH:22]=[C:23]2[C:28](=[CH:29][CH:30]=1)[CH:27]=[N:26][C:25]([NH:31][C:32]1[O:13][C@:5]3([CH2:4][N:3]=1)[CH:10]1[CH2:9][CH2:8][N:7]([CH2:12][CH2:11]1)[CH2:6]3)=[CH:24]2. The yield is 0.360. (10) The reactants are [Cl:1][C:2]1[CH:7]=[CH:6][C:5]([C:8]2[CH:9]=[C:10]([NH2:20])[CH:11]=[N:12][C:13]=2[O:14][CH2:15][C:16]([F:19])([F:18])[F:17])=[CH:4][CH:3]=1.[C:21](O)(=[O:26])[CH2:22][CH2:23][CH2:24][CH3:25].CN1CCOCC1.CN(C(ON1N=NC2C=CC=CC1=2)=[N+](C)C)C.F[P-](F)(F)(F)(F)F. The catalyst is CN(C=O)C.O. The product is [Cl:1][C:2]1[CH:3]=[CH:4][C:5]([C:8]2[CH:9]=[C:10]([NH:20][C:21](=[O:26])[CH2:22][CH2:23][CH2:24][CH3:25])[CH:11]=[N:12][C:13]=2[O:14][CH2:15][C:16]([F:17])([F:18])[F:19])=[CH:6][CH:7]=1. The yield is 0.470.